This data is from HIV replication inhibition screening data with 41,000+ compounds from the AIDS Antiviral Screen. The task is: Binary Classification. Given a drug SMILES string, predict its activity (active/inactive) in a high-throughput screening assay against a specified biological target. The molecule is N#CCc1nc(O)c2ccccc2n1. The result is 1 (active).